From a dataset of Full USPTO retrosynthesis dataset with 1.9M reactions from patents (1976-2016). Predict the reactants needed to synthesize the given product. (1) Given the product [F:23][C:3]1[C:4]2[C:5]3[CH:22]=[CH:21][CH:20]=[N:19][C:6]=3[N:7]([CH2:11][O:12][CH2:13][CH2:14][Si:15]([CH3:18])([CH3:17])[CH3:16])[C:8]=2[CH:9]=[N:10][C:2]=1[C:24]#[N:25], predict the reactants needed to synthesize it. The reactants are: Cl[C:2]1[N:10]=[CH:9][C:8]2[N:7]([CH2:11][O:12][CH2:13][CH2:14][Si:15]([CH3:18])([CH3:17])[CH3:16])[C:6]3[N:19]=[CH:20][CH:21]=[CH:22][C:5]=3[C:4]=2[C:3]=1[F:23].[CH3:24][N:25](C=O)C. (2) Given the product [F:9][C:8]([F:11])([F:10])[C:5]1[CH:4]=[C:3]2[C:2](=[CH:7][CH:6]=1)[NH:1][C:14](=[O:16])[CH:13]=[CH:12]2, predict the reactants needed to synthesize it. The reactants are: [NH2:1][C:2]1[CH:7]=[CH:6][C:5]([C:8]([F:11])([F:10])[F:9])=[CH:4][C:3]=1/[CH:12]=[CH:13]/[C:14]([O:16]CC)=O. (3) Given the product [Cl:19][C:17]1[CH:16]=[CH:15][CH:14]=[C:13]([CH:18]=1)[CH:12]([O:20][CH2:21][C:22]1[CH:23]=[CH:24][C:25]([Cl:28])=[CH:26][CH:27]=1)[N:8]1[C:9]([CH3:11])=[CH:10][C:6]([CH2:4][OH:3])=[N:7]1, predict the reactants needed to synthesize it. The reactants are: C([O:3][C:4]([C:6]1[CH:10]=[C:9]([CH3:11])[N:8]([CH:12]([O:20][CH2:21][C:22]2[CH:27]=[CH:26][C:25]([Cl:28])=[CH:24][CH:23]=2)[C:13]2[CH:18]=[C:17]([Cl:19])[CH:16]=[CH:15][CH:14]=2)[N:7]=1)=O)C.[H-].[H-].[H-].[H-].[Li+].[Al+3].CCOCC.[OH-].[Na+]. (4) Given the product [CH3:1][N:2]([CH3:10])[C:3]1[CH:8]=[CH:7][C:6]([NH:9][N:20]=[C:26]([C:25](=[O:30])[CH3:24])[C:27](=[O:29])[CH3:28])=[CH:5][CH:4]=1, predict the reactants needed to synthesize it. The reactants are: [CH3:1][N:2]([CH3:10])[C:3]1[CH:8]=[CH:7][C:6]([NH2:9])=[CH:5][CH:4]=1.P(=O)(O)(O)O.[N+]([O-])(O)=O.[N:20]([O-])=O.[Na+].[CH3:24][C:25](=[O:30])[CH2:26][C:27](=[O:29])[CH3:28].C([O-])(=O)C.[K+].C([O-])([O-])=O.[Na+].[Na+]. (5) Given the product [C:17]([C:14]1[CH:13]=[CH:12][C:11]([CH2:10][C@@H:9]([NH:8][C:6](=[O:7])[O:5][C:1]([CH3:2])([CH3:3])[CH3:4])[C:20]([N:57]2[CH2:58][CH2:59][CH:54]([N:45]3[N:44]=[C:43]([C:37]4[CH:38]=[CH:39][C:40]([O:41][CH3:42])=[C:35]([O:34][CH3:33])[CH:36]=4)[C@@H:52]4[C@@H:47]([CH2:48][CH2:49][CH2:50][CH2:51]4)[C:46]3=[O:53])[CH2:55][CH2:56]2)=[O:22])=[CH:16][CH:15]=1)(=[O:19])[NH2:18], predict the reactants needed to synthesize it. The reactants are: [C:1]([O:5][C:6]([NH:8][C@@H:9]([C:20]([OH:22])=O)[CH2:10][C:11]1[CH:16]=[CH:15][C:14]([C:17](=[O:19])[NH2:18])=[CH:13][CH:12]=1)=[O:7])([CH3:4])([CH3:3])[CH3:2].CCN(C(C)C)C(C)C.Cl.[CH3:33][O:34][C:35]1[CH:36]=[C:37]([C:43]2[C@@H:52]3[C@@H:47]([CH2:48][CH2:49][CH2:50][CH2:51]3)[C:46](=[O:53])[N:45]([CH:54]3[CH2:59][CH2:58][NH:57][CH2:56][CH2:55]3)[N:44]=2)[CH:38]=[CH:39][C:40]=1[O:41][CH3:42].CCOC(C(C#N)=NOC(N1CCOCC1)=[N+](C)C)=O.F[P-](F)(F)(F)(F)F.C(=O)(O)[O-].[Na+]. (6) The reactants are: [C:1]1([CH2:7][CH2:8][NH2:9])[CH:6]=[CH:5][CH:4]=[CH:3][CH:2]=1.[S:10]([OH:14])([OH:13])(=[O:12])=[O:11].CS[C:17](=[NH:19])[NH2:18].O.[OH-].[Na+]. Given the product [S:10]([OH:14])([OH:13])(=[O:12])=[O:11].[C:1]1([CH2:7][CH2:8][NH:9][C:17]([NH2:19])=[NH:18])[CH:6]=[CH:5][CH:4]=[CH:3][CH:2]=1.[C:1]1([CH2:7][CH2:8][NH:9][C:17]([NH2:19])=[NH:18])[CH:6]=[CH:5][CH:4]=[CH:3][CH:2]=1, predict the reactants needed to synthesize it.